Dataset: Catalyst prediction with 721,799 reactions and 888 catalyst types from USPTO. Task: Predict which catalyst facilitates the given reaction. (1) Reactant: [H-].[Na+].[F:3][C:4]1[C:5]([O:25][CH3:26])=[CH:6][C:7]([CH2:20][C:21]([F:24])([F:23])[F:22])=[C:8]([C:10]2[N:15]=[CH:14][C:13]3[C:16]([I:19])=[N:17][NH:18][C:12]=3[CH:11]=2)[CH:9]=1.[CH3:27][Si:28]([CH2:31][CH2:32][O:33][CH2:34]Cl)([CH3:30])[CH3:29]. Product: [F:3][C:4]1[C:5]([O:25][CH3:26])=[CH:6][C:7]([CH2:20][C:21]([F:22])([F:24])[F:23])=[C:8]([C:10]2[N:15]=[CH:14][C:13]3[C:16]([I:19])=[N:17][N:18]([CH2:34][O:33][CH2:32][CH2:31][Si:28]([CH3:30])([CH3:29])[CH3:27])[C:12]=3[CH:11]=2)[CH:9]=1. The catalyst class is: 3. (2) Reactant: Cl[CH2:2][C:3]([CH3:5])=[CH2:4].[OH:6][C:7]1[CH:17]=[CH:16][C:10]([C:11]([O:13][CH2:14][CH3:15])=[O:12])=[CH:9][CH:8]=1.C(=O)([O-])[O-].[K+].[K+]. The catalyst class is: 9. Product: [CH2:14]([O:13][C:11](=[O:12])[C:10]1[CH:9]=[CH:8][C:7]([O:6][CH2:4][C:3]([CH3:5])=[CH2:2])=[CH:17][CH:16]=1)[CH3:15]. (3) Product: [Br:15][CH2:9][CH2:10][CH2:11][CH2:12][CH2:16][CH2:17][N:1]([CH2:14][CH2:13][CH2:12][CH2:11][CH2:10][CH2:9][Br:15])[C:2]1[CH:7]=[CH:6][CH:5]=[CH:4][CH:3]=1. The catalyst class is: 6. Reactant: [NH2:1][C:2]1[CH:7]=[CH:6][CH:5]=[CH:4][CH:3]=1.Br[CH:9]([Br:15])[CH2:10][CH2:11][CH2:12][CH2:13][CH3:14].[C:16]([O-])(=O)[CH3:17].[Na+]. (4) Reactant: [OH-].[Na+].[F:3][C:4]1[CH:9]=[CH:8][C:7]([CH2:10][CH2:11][NH:12][C:13](=[O:34])[N:14]([C:16]2[CH:17]=[C:18]([C:22]3[CH:27]=[CH:26][C:25]([CH2:28][CH2:29][C:30]([O:32]C)=[O:31])=[CH:24][CH:23]=3)[CH:19]=[CH:20][CH:21]=2)[CH3:15])=[CH:6][CH:5]=1.O1CCCC1.CO.O. Product: [F:3][C:4]1[CH:5]=[CH:6][C:7]([CH2:10][CH2:11][NH:12][C:13](=[O:34])[N:14]([C:16]2[CH:17]=[C:18]([C:22]3[CH:23]=[CH:24][C:25]([CH2:28][CH2:29][C:30]([OH:32])=[O:31])=[CH:26][CH:27]=3)[CH:19]=[CH:20][CH:21]=2)[CH3:15])=[CH:8][CH:9]=1. The catalyst class is: 15. (5) Reactant: [NH2:1][C:2]1[CH:7]=[CH:6][C:5]([C:8]2[S:12][N:11]=[C:10]([Cl:13])[C:9]=2[C:14]#[N:15])=[CH:4][CH:3]=1.[F:16][C:17]1[CH:22]=[CH:21][C:20]([CH3:23])=[CH:19][C:18]=1[N:24]=[C:25]=[O:26]. Product: [Cl:13][C:10]1[C:9]([C:14]#[N:15])=[C:8]([C:5]2[CH:4]=[CH:3][C:2]([NH:1][C:25]([NH:24][C:18]3[CH:19]=[C:20]([CH3:23])[CH:21]=[CH:22][C:17]=3[F:16])=[O:26])=[CH:7][CH:6]=2)[S:12][N:11]=1. The catalyst class is: 1. (6) Reactant: C(OC([NH:8][CH2:9][C:10]([O:12][CH2:13][CH:14]([C:16]1[CH:17]=[N:18][C:19]([C:22]2[NH:23][C:24]([CH:27]([C:35]3[CH:40]=[CH:39][C:38]([S:41]([CH:44]4[CH2:46][CH2:45]4)(=[O:43])=[O:42])=[CH:37][CH:36]=3)[CH2:28][CH:29]3[CH2:34][CH2:33][O:32][CH2:31][CH2:30]3)=[CH:25][CH:26]=2)=[CH:20][CH:21]=1)[OH:15])=[O:11])=O)(C)(C)C.C(OCC)(=O)C.[ClH:53]. Product: [ClH:53].[ClH:53].[NH2:8][CH2:9][C:10]([O:12][CH2:13][CH:14]([C:16]1[CH:17]=[N:18][C:19]([C:22]2[NH:23][C:24]([CH:27]([C:35]3[CH:40]=[CH:39][C:38]([S:41]([CH:44]4[CH2:46][CH2:45]4)(=[O:42])=[O:43])=[CH:37][CH:36]=3)[CH2:28][CH:29]3[CH2:30][CH2:31][O:32][CH2:33][CH2:34]3)=[CH:25][CH:26]=2)=[CH:20][CH:21]=1)[OH:15])=[O:11]. The catalyst class is: 698. (7) Reactant: Cl[C:2]1[C:7]([C:8]([F:11])([F:10])[F:9])=[CH:6][CH:5]=[CH:4][N:3]=1.[NH:12]1[CH2:17][CH2:16][NH:15][CH2:14][CH2:13]1. Product: [F:9][C:8]([F:11])([F:10])[C:7]1[C:2]([N:12]2[CH2:17][CH2:16][NH:15][CH2:14][CH2:13]2)=[N:3][CH:4]=[CH:5][CH:6]=1. The catalyst class is: 51.